This data is from NCI-60 drug combinations with 297,098 pairs across 59 cell lines. The task is: Regression. Given two drug SMILES strings and cell line genomic features, predict the synergy score measuring deviation from expected non-interaction effect. (1) Drug 1: CC1OCC2C(O1)C(C(C(O2)OC3C4COC(=O)C4C(C5=CC6=C(C=C35)OCO6)C7=CC(=C(C(=C7)OC)O)OC)O)O. Drug 2: C1CC(=O)NC(=O)C1N2C(=O)C3=CC=CC=C3C2=O. Cell line: HL-60(TB). Synergy scores: CSS=70.8, Synergy_ZIP=13.1, Synergy_Bliss=7.01, Synergy_Loewe=-20.8, Synergy_HSA=7.06. (2) Drug 1: C1CC2CC3=C(CC1C24CN(S(=O)(=O)N4)CC(F)(F)F)C=CC(=C3)C=CCN5CCC(CC5)C(F)(F)F. Drug 2: CC1(CCCN1)C2=NC3=C(C=CC=C3N2)C(=O)N. Cell line: OVCAR3. Synergy scores: CSS=26.8, Synergy_ZIP=2.61, Synergy_Bliss=7.07, Synergy_Loewe=6.04, Synergy_HSA=9.66.